Dataset: Full USPTO retrosynthesis dataset with 1.9M reactions from patents (1976-2016). Task: Predict the reactants needed to synthesize the given product. (1) Given the product [C:1]([C:3]1[CH:4]=[CH:5][C:6]([C:9]2[N:13]3[CH:14]=[C:15]([C:18]4[CH:26]=[CH:25][C:21]([C:22]([NH:70][C:69]5[CH:68]=[CH:67][C:66]([CH2:65][N:62]6[CH2:61][CH2:60][N:59]([CH3:58])[CH2:64][CH2:63]6)=[CH:72][CH:71]=5)=[O:24])=[CH:20][CH:19]=4)[CH:16]=[CH:17][C:12]3=[N:11][CH:10]=2)=[CH:7][CH:8]=1)#[N:2], predict the reactants needed to synthesize it. The reactants are: [C:1]([C:3]1[CH:8]=[CH:7][C:6]([C:9]2[N:13]3[CH:14]=[C:15]([C:18]4[CH:26]=[CH:25][C:21]([C:22]([OH:24])=O)=[CH:20][CH:19]=4)[CH:16]=[CH:17][C:12]3=[N:11][CH:10]=2)=[CH:5][CH:4]=1)#[N:2].CN(C(ON1N=NC2C=CC=NC1=2)=[N+](C)C)C.F[P-](F)(F)(F)(F)F.CN1CCOCC1.[CH3:58][N:59]1[CH2:64][CH2:63][N:62]([CH2:65][C:66]2[CH:72]=[CH:71][C:69]([NH2:70])=[CH:68][CH:67]=2)[CH2:61][CH2:60]1. (2) Given the product [F:1][C:2]1[CH:7]=[CH:6][C:5]([F:8])=[CH:4][C:3]=1[C@H:9]([OH:22])[C@@H:10]([NH:14][C:15](=[O:21])[O:16][C:17]([CH3:18])([CH3:20])[CH3:19])[CH2:11][C:12]#[CH:13], predict the reactants needed to synthesize it. The reactants are: [F:1][C:2]1[CH:7]=[CH:6][C:5]([F:8])=[CH:4][C:3]=1[C:9](=[O:22])[CH:10]([NH:14][C:15](=[O:21])[O:16][C:17]([CH3:20])([CH3:19])[CH3:18])[CH2:11][C:12]#[CH:13].N12CCN(CC1)CC2.C(O)=O.